From a dataset of Buchwald-Hartwig C-N cross coupling reaction yields with 55,370 reactions. Predict the reaction yield, written as a fraction of the theoretical maximum amount of product (1.0 means a 100% yield; for example, 0.34 means a 34% yield). (1) The reactants are Brc1cccnc1.Cc1ccc(N)cc1.O=S(=O)(O[Pd]1c2ccccc2-c2ccccc2N~1)C(F)(F)F.CC(C)c1cc(C(C)C)c(-c2ccccc2P(C2CCCCC2)C2CCCCC2)c(C(C)C)c1.CN1CCCN2CCCN=C12.c1ccc2nocc2c1. No catalyst specified. The product is Cc1ccc(Nc2cccnc2)cc1. The yield is 0.0307. (2) The reactants are CCc1ccc(Cl)cc1.Cc1ccc(N)cc1.O=S(=O)(O[Pd]1c2ccccc2-c2ccccc2N~1)C(F)(F)F.CC(C)c1cc(C(C)C)c(-c2ccccc2P(C2CCCCC2)C2CCCCC2)c(C(C)C)c1.CN1CCCN2CCCN=C12.COC(=O)c1ccno1. No catalyst specified. The product is CCc1ccc(Nc2ccc(C)cc2)cc1. The yield is 0.0346. (3) The reactants are Ic1ccccn1.Cc1ccc(N)cc1.O=S(=O)(O[Pd]1c2ccccc2-c2ccccc2N~1)C(F)(F)F.COc1ccc(OC)c(P([C@]23C[C@H]4C[C@H](C[C@H](C4)C2)C3)[C@]23C[C@H]4C[C@H](C[C@H](C4)C2)C3)c1-c1c(C(C)C)cc(C(C)C)cc1C(C)C.CN1CCCN2CCCN=C12.c1ccc(-c2cnoc2)cc1. No catalyst specified. The product is Cc1ccc(Nc2ccccn2)cc1. The yield is 0.815. (4) The reactants are COc1ccc(Br)cc1.Cc1ccc(N)cc1.O=S(=O)(O[Pd]1c2ccccc2-c2ccccc2N~1)C(F)(F)F.COc1ccc(OC)c(P(C(C)(C)C)C(C)(C)C)c1-c1c(C(C)C)cc(C(C)C)cc1C(C)C.CN(C)C(=NC(C)(C)C)N(C)C.c1ccc2nocc2c1. No catalyst specified. The product is COc1ccc(Nc2ccc(C)cc2)cc1. The yield is 0.0338. (5) The reactants are Ic1ccccn1.Cc1ccc(N)cc1.O=S(=O)(O[Pd]1c2ccccc2-c2ccccc2N~1)C(F)(F)F.COc1ccc(OC)c(P([C@]23C[C@H]4C[C@H](C[C@H](C4)C2)C3)[C@]23C[C@H]4C[C@H](C[C@H](C4)C2)C3)c1-c1c(C(C)C)cc(C(C)C)cc1C(C)C.CN1CCCN2CCCN=C12.CCOC(=O)c1ccon1. No catalyst specified. The product is Cc1ccc(Nc2ccccn2)cc1. The yield is 0.961. (6) The reactants are FC(F)(F)c1ccc(Cl)cc1.Cc1ccc(N)cc1.O=S(=O)(O[Pd]1c2ccccc2-c2ccccc2N~1)C(F)(F)F.COc1ccc(OC)c(P(C(C)(C)C)C(C)(C)C)c1-c1c(C(C)C)cc(C(C)C)cc1C(C)C.CN1CCCN2CCCN=C12.Cc1cc(-n2cccc2)no1. No catalyst specified. The product is Cc1ccc(Nc2ccc(C(F)(F)F)cc2)cc1. The yield is 0.286. (7) The reactants are CCc1ccc(I)cc1.Cc1ccc(N)cc1.O=S(=O)(O[Pd]1c2ccccc2-c2ccccc2N~1)C(F)(F)F.CC(C)c1cc(C(C)C)c(-c2ccccc2P(C(C)(C)C)C(C)(C)C)c(C(C)C)c1.CCN=P(N=P(N(C)C)(N(C)C)N(C)C)(N(C)C)N(C)C.c1ccc2nocc2c1. No catalyst specified. The product is CCc1ccc(Nc2ccc(C)cc2)cc1. The yield is 0.140. (8) The reactants are Clc1cccnc1.Cc1ccc(N)cc1.O=S(=O)(O[Pd]1c2ccccc2-c2ccccc2N~1)C(F)(F)F.COc1ccc(OC)c(P(C(C)(C)C)C(C)(C)C)c1-c1c(C(C)C)cc(C(C)C)cc1C(C)C.CN(C)C(=NC(C)(C)C)N(C)C.Cc1cc(-n2cccc2)no1. No catalyst specified. The product is Cc1ccc(Nc2cccnc2)cc1. The yield is 0.256. (9) The reactants are Clc1cccnc1.Cc1ccc(N)cc1.O=S(=O)(O[Pd]1c2ccccc2-c2ccccc2N~1)C(F)(F)F.COc1ccc(OC)c(P([C@]23C[C@H]4C[C@H](C[C@H](C4)C2)C3)[C@]23C[C@H]4C[C@H](C[C@H](C4)C2)C3)c1-c1c(C(C)C)cc(C(C)C)cc1C(C)C.CN1CCCN2CCCN=C12.COC(=O)c1cc(-c2cccs2)on1. No catalyst specified. The product is Cc1ccc(Nc2cccnc2)cc1. The yield is 0.0144. (10) No catalyst specified. The yield is 0.140. The product is Cc1ccc(Nc2ccc(C(F)(F)F)cc2)cc1. The reactants are FC(F)(F)c1ccc(I)cc1.Cc1ccc(N)cc1.O=S(=O)(O[Pd]1c2ccccc2-c2ccccc2N~1)C(F)(F)F.COc1ccc(OC)c(P([C@]23C[C@H]4C[C@H](C[C@H](C4)C2)C3)[C@]23C[C@H]4C[C@H](C[C@H](C4)C2)C3)c1-c1c(C(C)C)cc(C(C)C)cc1C(C)C.CN(C)C(=NC(C)(C)C)N(C)C.CCOC(=O)c1cnoc1C.